This data is from Reaction yield outcomes from USPTO patents with 853,638 reactions. The task is: Predict the reaction yield, written as a fraction of the theoretical maximum amount of product (1.0 means a 100% yield; for example, 0.34 means a 34% yield). (1) The reactants are [C:1]([C:4]1[C:22](=[O:23])[C@@:8]2([CH3:24])[C:9]3[C:15]([OH:16])=[CH:14][C:13]([O:17][CH3:18])=[C:12]([C:19]([NH2:21])=[O:20])[C:10]=3[O:11][C:7]2=[CH:6][C:5]=1[OH:25])(=[O:3])[CH3:2].[CH2:26]([C:28]1[C:37]([CH3:38])=[CH:36][C:35]2[C:30](=[CH:31][CH:32]=[CH:33][CH:34]=2)[C:29]=1[CH:39]=O)[CH3:27].C([SiH](CC)CC)C.FC(F)(F)C(O)=O. The catalyst is C(#N)C. The product is [C:1]([C:4]1[C:22](=[O:23])[C@@:8]2([CH3:24])[C:9]3[C:15]([OH:16])=[CH:14][C:13]([O:17][CH3:18])=[C:12]([C:19]([NH:21][CH2:39][C:29]4[C:30]5[C:35](=[CH:34][CH:33]=[CH:32][CH:31]=5)[CH:36]=[C:37]([CH3:38])[C:28]=4[CH2:26][CH3:27])=[O:20])[C:10]=3[O:11][C:7]2=[CH:6][C:5]=1[OH:25])(=[O:3])[CH3:2]. The yield is 0.680. (2) The reactants are [CH3:1][N:2]([C:10]1[CH:15]=[CH:14][CH:13]=[CH:12][CH:11]=1)[C:3]([C:5]1[CH:9]=[CH:8][NH:7][N:6]=1)=[O:4].[Cl:16][C:17]1[CH:18]=[C:19]([S:23](Cl)(=[O:25])=[O:24])[CH:20]=[CH:21][CH:22]=1. The catalyst is CN(C1C=CN=CC=1)C.ClCCl. The product is [CH3:1][N:2]([C:10]1[CH:15]=[CH:14][CH:13]=[CH:12][CH:11]=1)[C:3]([C:5]1[CH:9]=[CH:8][N:7]([S:23]([C:19]2[CH:20]=[CH:21][CH:22]=[C:17]([Cl:16])[CH:18]=2)(=[O:25])=[O:24])[N:6]=1)=[O:4]. The yield is 0.750.